From a dataset of Forward reaction prediction with 1.9M reactions from USPTO patents (1976-2016). Predict the product of the given reaction. Given the reactants [OH:1][C:2]1[CH:9]=[C:8]([OH:10])[CH:7]=[CH:6][C:3]=1[CH:4]=O.C([O-])=O.[Na+].S([O-])([O-])(=O)=O.O[NH3+:21].O[NH3+], predict the reaction product. The product is: [OH:1][C:2]1[CH:9]=[C:8]([OH:10])[CH:7]=[CH:6][C:3]=1[C:4]#[N:21].